This data is from Full USPTO retrosynthesis dataset with 1.9M reactions from patents (1976-2016). The task is: Predict the reactants needed to synthesize the given product. (1) The reactants are: B1(C)OC(C2C=CC=CC=2)(C2C=CC=CC=2)[C@H]2N1CCC2.B.C1COCC1.[Cl:28][CH2:29][C:30]([C:32]1[CH:41]=[C:40]([Cl:42])[C:35]2[NH:36][C:37](=[O:39])[O:38][C:34]=2[CH:33]=1)=[O:31]. Given the product [Cl:28][CH2:29][C@H:30]([C:32]1[CH:41]=[C:40]([Cl:42])[C:35]2[NH:36][C:37](=[O:39])[O:38][C:34]=2[CH:33]=1)[OH:31], predict the reactants needed to synthesize it. (2) The reactants are: [NH2:1][C@H:2]([C:13]([OH:15])=[O:14])[CH2:3][C:4]1[C:12]2[C:7](=[CH:8][CH:9]=[CH:10][CH:11]=2)[NH:6][CH:5]=1.[CH:16](=O)[CH2:17][CH2:18][CH3:19]. Given the product [CH2:17]([CH:16]1[C:5]2[NH:6][C:7]3[C:12](=[CH:11][CH:10]=[CH:9][CH:8]=3)[C:4]=2[CH2:3][CH:2]([C:13]([OH:15])=[O:14])[NH:1]1)[CH2:18][CH3:19], predict the reactants needed to synthesize it. (3) Given the product [C:1]([C:5]1[N:10]=[C:9]([N:11]2[CH2:16][CH2:15][N:14]([CH2:17][CH2:18][CH2:19][CH2:20][NH:21][C:31]([N:44]3[CH2:45][CH2:46][N:41]([CH:38]([CH3:40])[CH3:39])[CH2:42][CH2:43]3)=[O:32])[CH2:13][CH2:12]2)[CH:8]=[C:7]([C:22]([F:24])([F:25])[F:23])[N:6]=1)([CH3:4])([CH3:2])[CH3:3], predict the reactants needed to synthesize it. The reactants are: [C:1]([C:5]1[N:10]=[C:9]([N:11]2[CH2:16][CH2:15][N:14]([CH2:17][CH2:18][CH2:19][CH2:20][NH2:21])[CH2:13][CH2:12]2)[CH:8]=[C:7]([C:22]([F:25])([F:24])[F:23])[N:6]=1)([CH3:4])([CH3:3])[CH3:2].C1N=CN([C:31](N2C=NC=C2)=[O:32])C=1.[CH:38]([N:41]1[CH2:46][CH2:45][NH:44][CH2:43][CH2:42]1)([CH3:40])[CH3:39]. (4) Given the product [C:1]([O:5][C:6]([N:8]1[CH2:13][C@@H:12]([C:14](=[O:37])[NH:15][CH2:16][C:17]2([CH2:31][CH2:32][CH2:33][CH2:34][O:35][CH3:36])[C:18]3[CH:19]=[CH:20][CH:21]=[CH:22][C:23]=3[O:24][C:25]3[C:30]2=[CH:29][CH:28]=[CH:27][CH:26]=3)[CH2:11][C@@H:10]([C:38](=[O:40])[N:43]([CH2:41][CH3:42])[CH2:44][CH2:45][C:46]([OH:48])([CH3:49])[CH3:47])[CH2:9]1)=[O:7])([CH3:4])([CH3:2])[CH3:3], predict the reactants needed to synthesize it. The reactants are: [C:1]([O:5][C:6]([N:8]1[CH2:13][C@@H:12]([C:14](=[O:37])[NH:15][CH2:16][C:17]2([CH2:31][CH2:32][CH2:33][CH2:34][O:35][CH3:36])[C:30]3[CH:29]=[CH:28][CH:27]=[CH:26][C:25]=3[O:24][C:23]3[C:18]2=[CH:19][CH:20]=[CH:21][CH:22]=3)[CH2:11][C@@H:10]([C:38]([OH:40])=O)[CH2:9]1)=[O:7])([CH3:4])([CH3:3])[CH3:2].[CH2:41]([NH:43][CH2:44][CH2:45][C:46]([CH3:49])([OH:48])[CH3:47])[CH3:42]. (5) Given the product [Cl:29][C:30]1[C:31]([F:39])=[C:32]([CH:36]=[CH:37][CH:38]=1)[C:33]([N:23]1[CH2:22][CH2:21][C:20]([CH2:19][C:17]2[CH:16]=[CH:15][CH:14]=[C:13]([NH:12][C:9]3[CH:10]=[CH:11][N:7]([CH2:6][O:5][CH2:4][CH2:3][Si:2]([CH3:27])([CH3:1])[CH3:28])[N:8]=3)[N:18]=2)([OH:26])[CH2:25][CH2:24]1)=[O:34], predict the reactants needed to synthesize it. The reactants are: [CH3:1][Si:2]([CH3:28])([CH3:27])[CH2:3][CH2:4][O:5][CH2:6][N:7]1[CH:11]=[CH:10][C:9]([NH:12][C:13]2[N:18]=[C:17]([CH2:19][C:20]3([OH:26])[CH2:25][CH2:24][NH:23][CH2:22][CH2:21]3)[CH:16]=[CH:15][CH:14]=2)=[N:8]1.[Cl:29][C:30]1[C:31]([F:39])=[C:32]([CH:36]=[CH:37][CH:38]=1)[C:33](O)=[O:34].O.OC1C2N=NNC=2C=CC=1.Cl.CN(C)CCCN=C=NCC.C(=O)(O)[O-].[Na+]. (6) Given the product [OH:18][C@@H:20]1[CH2:21][C:22]2[C:27](=[CH:26][CH:25]=[CH:24][CH:23]=2)[C@H:19]1[NH:1][C:2]1[C:10]2[N:9]=[C:8]([CH3:11])[N:7]([CH3:12])[C:6]=2[CH:5]=[C:4]([C:13]([N:15]([CH3:16])[CH3:17])=[O:14])[CH:3]=1, predict the reactants needed to synthesize it. The reactants are: [NH2:1][C:2]1[C:10]2[N:9]=[C:8]([CH3:11])[N:7]([CH3:12])[C:6]=2[CH:5]=[C:4]([C:13]([N:15]([CH3:17])[CH3:16])=[O:14])[CH:3]=1.[O:18]1[CH:20]2[CH2:21][C:22]3[C:27]([CH:19]12)=[CH:26][CH:25]=[CH:24][CH:23]=3. (7) Given the product [NH2:12][C:11]1[NH:27][N:26]=[C:13]([NH:24][CH2:23][CH2:22][NH:21][C:18](=[O:20])[CH3:19])[C:10]=1[C:2]1[S:1][C:5]2[CH:6]=[CH:7][CH:8]=[CH:9][C:4]=2[N:3]=1, predict the reactants needed to synthesize it. The reactants are: [S:1]1[C:5]2[CH:6]=[CH:7][CH:8]=[CH:9][C:4]=2[N:3]=[C:2]1[C:10](=[C:13](SC)SC)[C:11]#[N:12].[C:18]([NH:21][CH2:22][CH2:23][NH2:24])(=[O:20])[CH3:19].O.[NH2:26][NH2:27].